This data is from NCI-60 drug combinations with 297,098 pairs across 59 cell lines. The task is: Regression. Given two drug SMILES strings and cell line genomic features, predict the synergy score measuring deviation from expected non-interaction effect. (1) Drug 1: CNC(=O)C1=CC=CC=C1SC2=CC3=C(C=C2)C(=NN3)C=CC4=CC=CC=N4. Drug 2: C1CCC(C1)C(CC#N)N2C=C(C=N2)C3=C4C=CNC4=NC=N3. Cell line: NCIH23. Synergy scores: CSS=8.98, Synergy_ZIP=-1.97, Synergy_Bliss=0.821, Synergy_Loewe=-0.881, Synergy_HSA=-0.410. (2) Drug 1: CCCCC(=O)OCC(=O)C1(CC(C2=C(C1)C(=C3C(=C2O)C(=O)C4=C(C3=O)C=CC=C4OC)O)OC5CC(C(C(O5)C)O)NC(=O)C(F)(F)F)O. Drug 2: C1C(C(OC1N2C=NC3=C2NC=NCC3O)CO)O. Cell line: NCI-H522. Synergy scores: CSS=51.7, Synergy_ZIP=-4.69, Synergy_Bliss=-9.43, Synergy_Loewe=-14.5, Synergy_HSA=-10.2. (3) Drug 1: C1=NC2=C(N=C(N=C2N1C3C(C(C(O3)CO)O)F)Cl)N. Drug 2: CNC(=O)C1=NC=CC(=C1)OC2=CC=C(C=C2)NC(=O)NC3=CC(=C(C=C3)Cl)C(F)(F)F. Cell line: LOX IMVI. Synergy scores: CSS=-3.27, Synergy_ZIP=0.518, Synergy_Bliss=-1.89, Synergy_Loewe=-3.49, Synergy_HSA=-6.69. (4) Drug 1: C1=CC=C(C=C1)NC(=O)CCCCCCC(=O)NO. Drug 2: CC12CCC3C(C1CCC2O)C(CC4=C3C=CC(=C4)O)CCCCCCCCCS(=O)CCCC(C(F)(F)F)(F)F. Cell line: A498. Synergy scores: CSS=-0.725, Synergy_ZIP=1.75, Synergy_Bliss=2.23, Synergy_Loewe=0.341, Synergy_HSA=-0.577. (5) Drug 1: CC1C(C(=O)NC(C(=O)N2CCCC2C(=O)N(CC(=O)N(C(C(=O)O1)C(C)C)C)C)C(C)C)NC(=O)C3=C4C(=C(C=C3)C)OC5=C(C(=O)C(=C(C5=N4)C(=O)NC6C(OC(=O)C(N(C(=O)CN(C(=O)C7CCCN7C(=O)C(NC6=O)C(C)C)C)C)C(C)C)C)N)C. Drug 2: CCCCCOC(=O)NC1=NC(=O)N(C=C1F)C2C(C(C(O2)C)O)O. Cell line: MDA-MB-435. Synergy scores: CSS=7.21, Synergy_ZIP=-1.00, Synergy_Bliss=1.21, Synergy_Loewe=0.412, Synergy_HSA=2.16.